Task: Predict the reactants needed to synthesize the given product.. Dataset: Full USPTO retrosynthesis dataset with 1.9M reactions from patents (1976-2016) (1) Given the product [Cl:8][C:6]1[N:7]=[C:2]([NH2:1])[N:3]=[C:4]([NH:12][CH2:13][C:14]2[CH:19]=[CH:18][CH:17]=[C:16]([CH2:20][O:21][C@H:22]3[CH2:26][CH2:25][O:24][CH2:23]3)[N:15]=2)[C:5]=1[NH2:9], predict the reactants needed to synthesize it. The reactants are: [NH2:1][C:2]1[N:7]=[C:6]([Cl:8])[C:5]([NH:9]C=O)=[C:4]([NH:12][CH2:13][C:14]2[CH:19]=[CH:18][CH:17]=[C:16]([CH2:20][O:21][C@H:22]3[CH2:26][CH2:25][O:24][CH2:23]3)[N:15]=2)[N:3]=1.Cl.[OH-].[Na+]. (2) Given the product [CH2:13]([C@H:11]1[CH2:12][NH:8][CH2:9][C@@H:10]1[CH2:20][N:21]([C:31]1[CH:32]=[CH:33][CH:34]=[CH:35][CH:36]=1)[C:22](=[O:30])[CH2:23][C:24]1[CH:25]=[CH:26][CH:27]=[CH:28][CH:29]=1)[C:14]1[CH:19]=[CH:18][CH:17]=[CH:16][CH:15]=1, predict the reactants needed to synthesize it. The reactants are: C([N:8]1[CH2:12][C@H:11]([CH2:13][C:14]2[CH:19]=[CH:18][CH:17]=[CH:16][CH:15]=2)[C@@H:10]([CH2:20][N:21]([C:31]2[CH:36]=[CH:35][CH:34]=[CH:33][CH:32]=2)[C:22](=[O:30])[CH2:23][C:24]2[CH:29]=[CH:28][CH:27]=[CH:26][CH:25]=2)[CH2:9]1)C1C=CC=CC=1. (3) Given the product [C:15]([NH:14][C:12]1[S:13][C:9]2[C:8]3[N:32]([C:31]4[CH:30]=[CH:29][C:24]([C:25]([O:27][CH3:28])=[O:26])=[CH:23][C:22]=4[Cl:21])[N:33]=[C:5]([CH:1]4[CH2:4][CH2:3][CH2:2]4)[C:7]=3[CH2:19][CH2:18][C:10]=2[N:11]=1)(=[O:17])[CH3:16], predict the reactants needed to synthesize it. The reactants are: [CH:1]1([C:5]([CH:7]2[CH2:19][CH2:18][C:10]3[N:11]=[C:12]([NH:14][C:15](=[O:17])[CH3:16])[S:13][C:9]=3[C:8]2=O)=O)[CH2:4][CH2:3][CH2:2]1.[Cl:21][C:22]1[CH:23]=[C:24]([CH:29]=[CH:30][C:31]=1[NH:32][NH2:33])[C:25]([O:27][CH3:28])=[O:26]. (4) Given the product [CH3:1][C:2]1([CH3:13])[CH2:11][CH2:10][C:9]2[C:4](=[CH:5][C:6]([N+:14]([O-:16])=[O:15])=[C:7]([CH3:12])[CH:8]=2)[NH:3]1, predict the reactants needed to synthesize it. The reactants are: [CH3:1][C:2]1([CH3:13])[CH2:11][CH2:10][C:9]2[C:4](=[CH:5][CH:6]=[C:7]([CH3:12])[CH:8]=2)[NH:3]1.[N+:14]([O-])([OH:16])=[O:15].C([O-])([O-])=O.[K+].[K+]. (5) The reactants are: [C:1]([O:5][C:6]([N:8]1[CH2:12][C@@H:11]([O:13][CH3:14])[CH2:10][C@H:9]1[C:15]([OH:17])=O)=[O:7])([CH3:4])([CH3:3])[CH3:2].CCN(C(C)C)C(C)C.[Cl:27][C:28]1[C:29]([CH3:36])=[C:30]([NH2:35])[C:31]([NH2:34])=[CH:32][CH:33]=1.CN(C(ON1N=NC2C=CC=NC1=2)=[N+](C)C)C.F[P-](F)(F)(F)(F)F. Given the product [NH2:35][C:30]1[C:29]([CH3:36])=[C:28]([Cl:27])[CH:33]=[CH:32][C:31]=1[NH:34][C:15]([C@@H:9]1[CH2:10][C@H:11]([O:13][CH3:14])[CH2:12][N:8]1[C:6]([O:5][C:1]([CH3:2])([CH3:3])[CH3:4])=[O:7])=[O:17], predict the reactants needed to synthesize it.